Dataset: Forward reaction prediction with 1.9M reactions from USPTO patents (1976-2016). Task: Predict the product of the given reaction. (1) Given the reactants Br[C:2]1[C:3](=[O:35])[N:4]([CH2:19][C@H:20]([NH:27][C:28]([O:30][C:31]([CH3:34])([CH3:33])[CH3:32])=[O:29])[CH:21]2[CH2:26][CH2:25][CH2:24][CH2:23][CH2:22]2)[C:5](=[O:18])[N:6]([CH2:9][C:10]2[C:15]([F:16])=[CH:14][CH:13]=[CH:12][C:11]=2[F:17])[C:7]=1[CH3:8].[F:36][C:37]1[C:42]([O:43][CH3:44])=[CH:41][CH:40]=[CH:39][C:38]=1B(O)O, predict the reaction product. The product is: [C:31]([O:30][C:28]([NH:27][C@H:20]([CH:21]1[CH2:26][CH2:25][CH2:24][CH2:23][CH2:22]1)[CH2:19][N:4]1[C:3](=[O:35])[C:2]([C:38]2[CH:39]=[CH:40][CH:41]=[C:42]([O:43][CH3:44])[C:37]=2[F:36])=[C:7]([CH3:8])[N:6]([CH2:9][C:10]2[C:15]([F:16])=[CH:14][CH:13]=[CH:12][C:11]=2[F:17])[C:5]1=[O:18])=[O:29])([CH3:34])([CH3:33])[CH3:32]. (2) Given the reactants [F:1][C:2]1[CH:26]=[CH:25][C:5]([CH2:6][C:7]2([CH2:11][O:12][C:13]([NH:15][C@@H:16]([CH2:21][CH2:22][CH2:23][CH3:24])[C:17]([O:19]C)=O)=[O:14])[CH2:10][CH2:9][CH2:8]2)=[CH:4][CH:3]=1.O.[OH-].[Li+].Cl.[C:31]1([P:37](=[CH:50][C:51]#[N:52])([C:44]2[CH:49]=[CH:48][CH:47]=[CH:46][CH:45]=2)[C:38]2[CH:43]=[CH:42][CH:41]=[CH:40][CH:39]=2)[CH:36]=[CH:35][CH:34]=[CH:33][CH:32]=1.Cl.CN(C)CCCN=C=NCC, predict the reaction product. The product is: [C:51]([C:50](=[P:37]([C:38]1[CH:43]=[CH:42][CH:41]=[CH:40][CH:39]=1)([C:31]1[CH:32]=[CH:33][CH:34]=[CH:35][CH:36]=1)[C:44]1[CH:49]=[CH:48][CH:47]=[CH:46][CH:45]=1)[C:17]([C@@H:16]([NH:15][C:13](=[O:14])[O:12][CH2:11][C:7]1([CH2:6][C:5]2[CH:4]=[CH:3][C:2]([F:1])=[CH:26][CH:25]=2)[CH2:10][CH2:9][CH2:8]1)[CH2:21][CH2:22][CH2:23][CH3:24])=[O:19])#[N:52]. (3) Given the reactants [Cl:1][C:2]1[CH:7]=[CH:6][C:5]([S:8]([NH:11][C@@H:12]2[CH2:16][CH2:15][N:14]([C:17]3[N:22]4[N:23]=[CH:24][CH:25]=[C:21]4[N:20]=[C:19]([CH3:26])[C:18]=3[CH:27]([CH2:33][CH2:34][CH3:35])[C:28]([O:30]CC)=[O:29])[CH2:13]2)(=[O:10])=[O:9])=[CH:4][CH:3]=1.[OH-].[Na+], predict the reaction product. The product is: [Cl:1][C:2]1[CH:3]=[CH:4][C:5]([S:8]([NH:11][C@@H:12]2[CH2:16][CH2:15][N:14]([C:17]3[N:22]4[N:23]=[CH:24][CH:25]=[C:21]4[N:20]=[C:19]([CH3:26])[C:18]=3[CH:27]([CH2:33][CH2:34][CH3:35])[C:28]([OH:30])=[O:29])[CH2:13]2)(=[O:9])=[O:10])=[CH:6][CH:7]=1. (4) Given the reactants [CH3:1][C:2]([C:4]1[CH:9]=[CH:8][C:7](Br)=[CH:6][CH:5]=1)=[O:3].[C:11]([O:15][CH3:16])(=[O:14])[CH:12]=[CH2:13].C(=O)(O)[O-].[Na+], predict the reaction product. The product is: [C:2]([C:4]1[CH:9]=[CH:8][C:7](/[CH:13]=[CH:12]/[C:11]([O:15][CH3:16])=[O:14])=[CH:6][CH:5]=1)(=[O:3])[CH3:1]. (5) Given the reactants [CH:1]1([C:4]2[O:8][C:7]([C:9]3[C:10]([NH2:25])=[N:11][CH:12]=[C:13]([C:15]4[CH:16]=[C:17]5[C:21](=[CH:22][CH:23]=4)[N:20]([CH3:24])[CH:19]=[CH:18]5)[CH:14]=3)=[N:6][N:5]=2)[CH2:3][CH2:2]1.C([SiH](CC)CC)C.C([O-])(O)=O.[Na+], predict the reaction product. The product is: [CH:1]1([C:4]2[O:8][C:7]([C:9]3[C:10]([NH2:25])=[N:11][CH:12]=[C:13]([C:15]4[CH:16]=[C:17]5[C:21](=[CH:22][CH:23]=4)[N:20]([CH3:24])[CH2:19][CH2:18]5)[CH:14]=3)=[N:6][N:5]=2)[CH2:3][CH2:2]1. (6) Given the reactants [Cl:1][C:2]1[CH:3]=[C:4]([CH2:27][NH2:28])[CH:5]=[CH:6][C:7]=1[C:8]1[S:9][C:10]([C:13]2[N:14]=[C:15]3[C:20]([Cl:21])=[CH:19][C:18]([C:22]([F:25])([F:24])[F:23])=[CH:17][N:16]3[CH:26]=2)=[N:11][N:12]=1.ClCCl.C(N(CC)CC)C.[CH3:39][S:40](Cl)(=[O:42])=[O:41], predict the reaction product. The product is: [Cl:1][C:2]1[CH:3]=[C:4]([CH2:27][NH:28][S:40]([CH3:39])(=[O:42])=[O:41])[CH:5]=[CH:6][C:7]=1[C:8]1[S:9][C:10]([C:13]2[N:14]=[C:15]3[C:20]([Cl:21])=[CH:19][C:18]([C:22]([F:24])([F:23])[F:25])=[CH:17][N:16]3[CH:26]=2)=[N:11][N:12]=1. (7) The product is: [O:11]([C:18]1[CH:19]=[CH:20][C:21]([O:24][C:2]2[C:3]3[N:10]([C@H:26]4[CH2:27][C@H:28]([NH:30][C:31](=[O:37])[CH:38]=[CH2:39])[CH2:29]4)[CH:9]=[CH:8][C:4]=3[N:5]=[CH:6][N:7]=2)=[CH:22][CH:23]=1)[C:12]1[CH:17]=[CH:16][CH:15]=[CH:14][CH:13]=1. Given the reactants Cl[C:2]1[C:3]2[NH:10][CH:9]=[CH:8][C:4]=2[N:5]=[CH:6][N:7]=1.[O:11]([C:18]1[CH:23]=[CH:22][C:21]([OH:24])=[CH:20][CH:19]=1)[C:12]1[CH:17]=[CH:16][CH:15]=[CH:14][CH:13]=1.O[C@@H:26]1[CH2:29][C@H:28]([NH:30][C:31](=[O:37])OC(C)(C)C)[CH2:27]1.[C:38](Cl)(=O)[CH:39]=C, predict the reaction product. (8) Given the reactants [C:1]([O:5][C:6]([NH:8][C@@H:9]([C@@H:15]([O:26][Si:27]([C:30]([CH3:33])([CH3:32])[CH3:31])([CH3:29])[CH3:28])[C:16]1[CH:21]=[CH:20][C:19]([C:22]([F:25])([F:24])[F:23])=[CH:18][CH:17]=1)[CH2:10][CH2:11][C:12](O)=[O:13])=[O:7])([CH3:4])([CH3:3])[CH3:2].Cl.C[N:36](C)CCCN=C=NCC.ON1C2C=CC=CC=2N=N1.[Cl-].[NH4+].CN1CCOCC1, predict the reaction product. The product is: [NH2:36][C:12](=[O:13])[CH2:11][CH2:10][C@@H:9]([NH:8][C:6](=[O:7])[O:5][C:1]([CH3:2])([CH3:4])[CH3:3])[C@@H:15]([O:26][Si:27]([C:30]([CH3:32])([CH3:33])[CH3:31])([CH3:28])[CH3:29])[C:16]1[CH:17]=[CH:18][C:19]([C:22]([F:24])([F:23])[F:25])=[CH:20][CH:21]=1. (9) Given the reactants [Cl:1][C:2]1[CH:7]=[CH:6][N:5]=[C:4]([CH2:8]O)[CH:3]=1.S(Cl)([Cl:12])=O.O, predict the reaction product. The product is: [Cl:1][C:2]1[CH:7]=[CH:6][N:5]=[C:4]([CH2:8][Cl:12])[CH:3]=1.